Dataset: Full USPTO retrosynthesis dataset with 1.9M reactions from patents (1976-2016). Task: Predict the reactants needed to synthesize the given product. (1) Given the product [Br:1][C:2]1[CH:11]=[CH:10][CH:9]=[C:8]2[C:3]=1[CH2:4][C@H:5]([CH2:12][O:13][Si:14]([C:17]([CH3:20])([CH3:19])[CH3:18])([CH3:15])[CH3:16])[N:6]=[CH:7]2, predict the reactants needed to synthesize it. The reactants are: [Br:1][C:2]1[CH:11]=[CH:10][CH:9]=[C:8]2[C:3]=1[CH2:4][C@H:5]([CH2:12][O:13][Si:14]([C:17]([CH3:20])([CH3:19])[CH3:18])([CH3:16])[CH3:15])[NH:6][CH2:7]2.ClN1C(=O)CCC1=O.[OH-].[K+].O. (2) Given the product [CH3:19][O:1][C:4]1[C:12]([N+:13]([O-:15])=[O:14])=[CH:11][C:7]([C:8]([OH:10])=[O:9])=[CH:6][C:5]=1[N+:16]([O-:18])=[O:17], predict the reactants needed to synthesize it. The reactants are: [OH-:1].[K+].Cl[C:4]1[C:12]([N+:13]([O-:15])=[O:14])=[CH:11][C:7]([C:8]([OH:10])=[O:9])=[CH:6][C:5]=1[N+:16]([O-:18])=[O:17].[CH3:19]O. (3) Given the product [CH2:17]([O:16][CH:5]([CH2:6][C:7]1[CH:8]=[C:9]2[C:13](=[CH:14][CH:15]=1)[N:12]([CH2:21][C:22]1[N:23]=[C:24]([C:28]3[CH:29]=[CH:30][C:31]([C:34]([F:37])([F:36])[F:35])=[CH:32][CH:33]=3)[O:25][C:26]=1[CH3:27])[CH:11]=[CH:10]2)[C:4]([OH:3])=[O:19])[CH3:18], predict the reactants needed to synthesize it. The reactants are: C([O:3][C:4](=[O:19])[CH:5]([O:16][CH2:17][CH3:18])[CH2:6][C:7]1[CH:8]=[C:9]2[C:13](=[CH:14][CH:15]=1)[NH:12][CH:11]=[CH:10]2)C.Cl[CH2:21][C:22]1[N:23]=[C:24]([C:28]2[CH:33]=[CH:32][C:31]([C:34]([F:37])([F:36])[F:35])=[CH:30][CH:29]=2)[O:25][C:26]=1[CH3:27]. (4) Given the product [ClH:38].[F:37][C:2]([F:1])([F:36])[CH2:3][CH2:4][CH2:5][O:6][C:7]([N:9]1[CH2:15][C@H:14]([NH2:16])[C:13](=[O:24])[N:12]([CH2:25][CH2:26][CH2:27][C:28]([F:30])([F:31])[F:29])[C:11]2[CH:32]=[CH:33][CH:34]=[CH:35][C:10]1=2)=[O:8], predict the reactants needed to synthesize it. The reactants are: [F:1][C:2]([F:37])([F:36])[CH2:3][CH2:4][CH2:5][O:6][C:7]([N:9]1[CH2:15][C@H:14]([NH:16]C(OC(C)(C)C)=O)[C:13](=[O:24])[N:12]([CH2:25][CH2:26][CH2:27][C:28]([F:31])([F:30])[F:29])[C:11]2[CH:32]=[CH:33][CH:34]=[CH:35][C:10]1=2)=[O:8].[ClH:38].